Dataset: Forward reaction prediction with 1.9M reactions from USPTO patents (1976-2016). Task: Predict the product of the given reaction. Given the reactants [C:1]1(B(O)O)[C:14]2[C:15]3=[C:16]4[C:11](=[CH:12][CH:13]=2)[CH:10]=[CH:9][CH:8]=[C:7]4[CH:6]=[CH:5][C:4]3=[CH:3][CH:2]=1.Br[C:21]1[CH:22]=[C:23]([C:28]2[N:33]=[C:32]([C:34]3[CH:39]=[CH:38][CH:37]=[CH:36][CH:35]=3)[N:31]=[C:30]([C:40]3[CH:45]=[CH:44][CH:43]=[CH:42][CH:41]=3)[N:29]=2)[CH:24]=[C:25](Br)[CH:26]=1.[OH-].[Na+], predict the reaction product. The product is: [C:1]1([C:21]2[CH:22]=[C:23]([C:28]3[N:33]=[C:32]([C:34]4[CH:39]=[CH:38][CH:37]=[CH:36][CH:35]=4)[N:31]=[C:30]([C:40]4[CH:45]=[CH:44][CH:43]=[CH:42][CH:41]=4)[N:29]=3)[CH:24]=[C:25]([C:8]3[C:7]4[C:16]5=[C:15]6[C:4](=[CH:5][CH:6]=4)[CH:3]=[CH:2][CH:1]=[C:14]6[CH:13]=[CH:12][C:11]5=[CH:10][CH:9]=3)[CH:26]=2)[C:14]2[C:15]3=[C:16]4[C:11](=[CH:12][CH:13]=2)[CH:10]=[CH:9][CH:8]=[C:7]4[CH:6]=[CH:5][C:4]3=[CH:3][CH:2]=1.